From a dataset of Catalyst prediction with 721,799 reactions and 888 catalyst types from USPTO. Predict which catalyst facilitates the given reaction. (1) Reactant: O1C[CH2:4][CH2:3][CH2:2]1.[CH3:6][O:7][C:8]1[CH:13]=[CH:12][CH:11]=[C:10]([NH2:14])[CH:9]=1.C(N(CC)CC)C.C(Br)C=C. Product: [CH2:4]([NH:14][C:10]1[CH:11]=[CH:12][CH:13]=[C:8]([O:7][CH3:6])[CH:9]=1)[CH:3]=[CH2:2]. The catalyst class is: 84. (2) Reactant: [CH2:1]([CH:3]([C:6]1[C:7]2[N:8]([C:13]([C:17]3[S:21][C:20]([NH:22][CH3:23])=[N:19][C:18]=3[CH3:24])=[C:14]([CH3:16])[N:15]=2)[N:9]=[C:10]([CH3:12])[CH:11]=1)[CH2:4][CH3:5])[CH3:2].C(N(CC)CC)C.[C:32](Cl)(=[O:34])[CH3:33]. Product: [CH2:1]([CH:3]([C:6]1[C:7]2[N:8]([C:13]([C:17]3[S:21][C:20]([N:22]([CH3:23])[C:32](=[O:34])[CH3:33])=[N:19][C:18]=3[CH3:24])=[C:14]([CH3:16])[N:15]=2)[N:9]=[C:10]([CH3:12])[CH:11]=1)[CH2:4][CH3:5])[CH3:2]. The catalyst class is: 2. (3) Reactant: C([O:3][C:4](=O)/[CH:5]=[CH:6]/[C:7]1[CH:12]=[CH:11][CH:10]=[CH:9][C:8]=1[N:13]1[CH2:18][CH2:17][N:16]([C:19]([O:21][C:22]([CH3:25])([CH3:24])[CH3:23])=[O:20])[CH2:15][C:14]1=[O:26])C.[NH2:28][OH:29].[OH-].[Na+]. Product: [OH:29][NH:28][C:4](=[O:3])/[CH:5]=[CH:6]/[C:7]1[CH:12]=[CH:11][CH:10]=[CH:9][C:8]=1[N:13]1[CH2:18][CH2:17][N:16]([C:19]([O:21][C:22]([CH3:25])([CH3:24])[CH3:23])=[O:20])[CH2:15][C:14]1=[O:26]. The catalyst class is: 83. (4) Reactant: C1(OC)C=CC=CC=1.[Cl:9][C:10]1[C:11]([NH:23][C:24]([C:26]2[C:34]3[C:29](=[CH:30][CH:31]=[CH:32][CH:33]=3)[N:28](CC3C=CC(OC)=CC=3)[N:27]=2)=[O:25])=[CH:12][C:13]([F:22])=[C:14]([CH2:16][C:17]([O:19][CH2:20][CH3:21])=[O:18])[CH:15]=1. Product: [Cl:9][C:10]1[C:11]([NH:23][C:24]([C:26]2[C:34]3[C:29](=[CH:30][CH:31]=[CH:32][CH:33]=3)[NH:28][N:27]=2)=[O:25])=[CH:12][C:13]([F:22])=[C:14]([CH2:16][C:17]([O:19][CH2:20][CH3:21])=[O:18])[CH:15]=1. The catalyst class is: 55. (5) Reactant: [CH3:1][C:2]1[N:7]=[CH:6][C:5]([C:8]2([C:13]#[N:14])[CH2:12][CH2:11][CH2:10][O:9]2)=[CH:4][N:3]=1.N. Product: [CH3:1][C:2]1[N:7]=[CH:6][C:5]([C:8]2([CH2:13][NH2:14])[CH2:12][CH2:11][CH2:10][O:9]2)=[CH:4][N:3]=1. The catalyst class is: 94. (6) Reactant: [C:1]1([C:24]2[CH:29]=[CH:28][CH:27]=[CH:26][CH:25]=2)[CH:6]=[CH:5][C:4]([CH2:7][CH:8]2[N:12]([C:13](=[O:18])[C:14]([CH3:17])([CH3:16])[CH3:15])[C:11](=[O:19])[C:10](C)([C:20](O)=O)[CH2:9]2)=[CH:3][CH:2]=1. Product: [C:1]1([C:24]2[CH:29]=[CH:28][CH:27]=[CH:26][CH:25]=2)[CH:2]=[CH:3][C:4]([CH2:7][C@H:8]2[N:12]([CH2:13][N:12]3[CH2:8][CH2:9][CH2:10][CH2:11]3)[C:11](=[O:19])[C@H:10]([CH3:20])[CH2:9]2)=[CH:5][CH:6]=1.[C:1]1([C:24]2[CH:25]=[CH:26][CH:27]=[CH:28][CH:29]=2)[CH:2]=[CH:3][C:4]([CH2:7][C@H:8]2[N:12]([C:13](=[O:18])[C:14]([CH3:17])([CH3:16])[CH3:15])[C:11](=[O:19])[C@@H:10]([CH3:20])[CH2:9]2)=[CH:5][CH:6]=1. The catalyst class is: 11. (7) Reactant: [Br:1][C:2]1[CH:3]=[C:4]2[C:9](=[CH:10][C:11]=1[O:12][CH3:13])[N:8]=[N:7][C:6]([C:14]([NH2:16])=O)=[C:5]2[Cl:17].O=P(Cl)(Cl)Cl.C(N(CC)CC)C.C([O-])(O)=O.[Na+]. Product: [Br:1][C:2]1[CH:3]=[C:4]2[C:9](=[CH:10][C:11]=1[O:12][CH3:13])[N:8]=[N:7][C:6]([C:14]#[N:16])=[C:5]2[Cl:17]. The catalyst class is: 2. (8) Reactant: [CH3:1][N:2]([CH3:13])[C:3]1[CH:10]=[CH:9][C:6]([CH:7]=[O:8])=[C:5]([CH:11]=[CH2:12])[CH:4]=1.[CH2:14]([Mg]Br)[CH2:15][CH:16]=[CH2:17]. Product: [CH3:1][N:2]([CH3:13])[C:3]1[CH:10]=[CH:9][C:6]([CH:7]([OH:8])[CH2:17][CH2:16][CH:15]=[CH2:14])=[C:5]([CH:11]=[CH2:12])[CH:4]=1. The catalyst class is: 1.